Dataset: Forward reaction prediction with 1.9M reactions from USPTO patents (1976-2016). Task: Predict the product of the given reaction. Given the reactants C(OC([NH:8][C:9]1[N:14]=[C:13]([CH2:15][CH2:16][CH:17]2[CH2:22][CH2:21][N:20](C(OC(C)(C)C)=O)[CH2:19][CH2:18]2)[CH:12]=[CH:11][CH:10]=1)=O)(C)(C)C, predict the reaction product. The product is: [NH:20]1[CH2:19][CH2:18][CH:17]([CH2:16][CH2:15][C:13]2[N:14]=[C:9]([NH2:8])[CH:10]=[CH:11][CH:12]=2)[CH2:22][CH2:21]1.